Dataset: Catalyst prediction with 721,799 reactions and 888 catalyst types from USPTO. Task: Predict which catalyst facilitates the given reaction. (1) Reactant: C(OC([N:8]1[CH2:13][CH2:12][CH:11]([N:14]2[CH:18]=[C:17]([C:19]3[CH:20]=[N:21][C:22]([NH2:36])=[C:23]([N:25]4[CH2:34][CH2:33][C:32]5[C:27](=[CH:28][CH:29]=[CH:30][C:31]=5[F:35])[CH2:26]4)[CH:24]=3)[CH:16]=[N:15]2)[CH2:10][CH2:9]1)=O)(C)(C)C.Cl. Product: [F:35][C:31]1[CH:30]=[CH:29][CH:28]=[C:27]2[C:32]=1[CH2:33][CH2:34][N:25]([C:23]1[C:22]([NH2:36])=[N:21][CH:20]=[C:19]([C:17]3[CH:16]=[N:15][N:14]([CH:11]4[CH2:10][CH2:9][NH:8][CH2:13][CH2:12]4)[CH:18]=3)[CH:24]=1)[CH2:26]2. The catalyst class is: 275. (2) Reactant: F[B-](F)(F)F.[FH:6].[FH:7].F.C(N(CC)CC)C.C(N(CC)CC)C.[C:23]([CH:27]1[CH2:32][CH2:31][C:30](=O)[CH2:29][CH2:28]1)([CH3:26])([CH3:25])[CH3:24].C(=O)(O)[O-].[Na+]. Product: [C:23]([CH:27]1[CH2:32][CH2:31][C:30]([F:7])([F:6])[CH2:29][CH2:28]1)([CH3:26])([CH3:25])[CH3:24]. The catalyst class is: 4. (3) Reactant: [CH3:1][N:2]([CH3:17])[C:3]1[CH:12]=[CH:11][C:10]2[C:9]([CH3:14])([CH3:13])[CH2:8][CH2:7][C:6]([CH3:16])([CH3:15])[C:5]=2[CH:4]=1.[Br:18]Br. Product: [Br:18][C:12]1[C:3]([N:2]([CH3:17])[CH3:1])=[CH:4][C:5]2[C:6]([CH3:16])([CH3:15])[CH2:7][CH2:8][C:9]([CH3:13])([CH3:14])[C:10]=2[CH:11]=1. The catalyst class is: 15. (4) Reactant: [O:1]=[C:2]([C:15]1[C:24]2[C:19](=[CH:20][CH:21]=[C:22]([O:25][CH3:26])[CH:23]=2)[N:18]=[CH:17][C:16]=1[F:27])[CH2:3][CH2:4][C@@H:5]1[CH2:10][CH2:9][NH:8][CH2:7][C@@H:6]1[C:11]([O:13][CH3:14])=[O:12].Br[CH2:29][CH2:30][S:31][C:32]1[CH:37]=[C:36]([F:38])[CH:35]=[CH:34][C:33]=1[F:39].[I-].[K+].C(=O)([O-])[O-].[K+].[K+]. Product: [O:1]=[C:2]([C:15]1[C:24]2[C:19](=[CH:20][CH:21]=[C:22]([O:25][CH3:26])[CH:23]=2)[N:18]=[CH:17][C:16]=1[F:27])[CH2:3][CH2:4][C@@H:5]1[CH2:10][CH2:9][N:8]([CH2:29][CH2:30][S:31][C:32]2[CH:37]=[C:36]([F:38])[CH:35]=[CH:34][C:33]=2[F:39])[CH2:7][C@@H:6]1[C:11]([O:13][CH3:14])=[O:12]. The catalyst class is: 10. (5) Reactant: [N:1]([C:4]1[CH:9]=[CH:8][CH:7]=[C:6]([Cl:10])[N:5]=1)=[N+:2]=[N-:3].C(OC=[C:15]([C:21](=O)[C:22]([F:25])([F:24])[F:23])[C:16]([O:18][CH2:19][CH3:20])=[O:17])C. Product: [Cl:10][C:6]1[N:5]=[C:4]([N:1]2[C:21]([C:22]([F:23])([F:25])[F:24])=[C:15]([C:16]([O:18][CH2:19][CH3:20])=[O:17])[N:3]=[N:2]2)[CH:9]=[CH:8][CH:7]=1. The catalyst class is: 10. (6) The catalyst class is: 1. Reactant: C(O[C:20]1[CH:25]=[C:24]([CH2:26][CH2:27][S:28]C#N)[CH:23]=[C:22]([O:31][CH2:32][CH2:33][CH2:34][CH2:35][CH2:36][CH2:37][CH2:38][CH2:39][CH2:40][CH2:41][CH2:42][CH2:43][CH2:44][CH2:45][CH2:46][CH2:47][CH2:48][CH3:49])[CH:21]=1)CCCCCCCCCCCCCCCCC.[H-].[H-].[H-].[H-].[Li+].[Al+3]. Product: [CH2:32]([O:31][C:22]1([O:31][CH2:32][CH2:33][CH2:34][CH2:35][CH2:36][CH2:37][CH2:38][CH2:39][CH2:40][CH2:41][CH2:42][CH2:43][CH2:44][CH2:45][CH2:46][CH2:47][CH2:48][CH3:49])[CH:21]=[CH:20][CH:25]=[C:24]([CH2:26][CH2:27][SH:28])[CH2:23]1)[CH2:33][CH2:34][CH2:35][CH2:36][CH2:37][CH2:38][CH2:39][CH2:40][CH2:41][CH2:42][CH2:43][CH2:44][CH2:45][CH2:46][CH2:47][CH2:48][CH3:49].